Dataset: Forward reaction prediction with 1.9M reactions from USPTO patents (1976-2016). Task: Predict the product of the given reaction. Given the reactants [CH2:1]([NH:3][C:4]1[CH:9]=[C:8]([C:10]2[CH:14]=[CH:13][O:12][CH:11]=2)[CH:7]=[CH:6][C:5]=1[CH3:15])[CH3:2].[Cl:16][C:17]1[CH:22]=[CH:21][C:20]([NH:23][C:24](=[O:31])[CH2:25][O:26][CH2:27][C:28]([OH:30])=O)=[C:19]([C:32]([O:34]C)=[O:33])[CH:18]=1, predict the reaction product. The product is: [Cl:16][C:17]1[CH:22]=[CH:21][C:20]([NH:23][C:24](=[O:31])[CH2:25][O:26][CH2:27][C:28]([N:3]([CH2:1][CH3:2])[C:4]2[CH:9]=[C:8]([C:10]3[CH:14]=[CH:13][O:12][CH:11]=3)[CH:7]=[CH:6][C:5]=2[CH3:15])=[O:30])=[C:19]([CH:18]=1)[C:32]([OH:34])=[O:33].